This data is from Reaction yield outcomes from USPTO patents with 853,638 reactions. The task is: Predict the reaction yield, written as a fraction of the theoretical maximum amount of product (1.0 means a 100% yield; for example, 0.34 means a 34% yield). (1) The reactants are [S:1]1[CH2:5][CH2:4][N:3]2[C:6]([C:9]3[CH:17]=[CH:16][C:12]([C:13]([OH:15])=O)=[CH:11][CH:10]=3)=[CH:7][N:8]=[C:2]12.CN(C(ON1N=NC2C=CC=CC1=2)=[N+](C)C)C.[B-](F)(F)(F)F.[Cl:40][C:41]1[CH:51]=[CH:50][C:44]2[NH:45][C:46]([CH2:48][NH2:49])=[N:47][C:43]=2[CH:42]=1.ClCl. The catalyst is CN(C)C=O.C(OCC)(=O)C.C(O)C.C(N(CC)CC)C. The product is [Cl:40][C:41]1[CH:51]=[CH:50][C:44]2[NH:45][C:46]([CH2:48][NH:49][C:13](=[O:15])[C:12]3[CH:11]=[CH:10][C:9]([C:6]4[N:3]5[C:2]([S:1][CH2:5][CH2:4]5)=[N:8][CH:7]=4)=[CH:17][CH:16]=3)=[N:47][C:43]=2[CH:42]=1. The yield is 0.730. (2) The reactants are [CH2:1]1[C:3]([NH2:7])([C:4]([OH:6])=[O:5])[CH2:2]1.[CH3:8][C:9]1[CH:30]=[CH:29][CH:28]=[CH:27][C:10]=1[C:11]([O:13][CH2:14][CH2:15][O:16][C:17](ON1C(=O)CCC1=O)=[O:18])=[O:12]. No catalyst specified. The product is [CH3:8][C:9]1[CH:30]=[CH:29][CH:28]=[CH:27][C:10]=1[C:11]([O:13][CH2:14][CH2:15][O:16][C:17]([NH:7][C:3]1([C:4]([OH:6])=[O:5])[CH2:2][CH2:1]1)=[O:18])=[O:12]. The yield is 0.430. (3) The reactants are [CH3:1][S:2]([C:5]1[CH:6]=[N:7][CH:8]=[C:9]([CH:14]=1)[C:10](OC)=[O:11])(=[O:4])=[O:3].[NH2:15][NH2:16]. The catalyst is CO. The product is [CH3:1][S:2]([C:5]1[CH:6]=[N:7][CH:8]=[C:9]([CH:14]=1)[C:10]([NH:15][NH2:16])=[O:11])(=[O:4])=[O:3]. The yield is 0.800. (4) The reactants are [C:1]([O:5][C:6](=[O:15])[CH2:7][C:8]([CH3:14])([CH3:13])[CH2:9][C:10](O)=[O:11])([CH3:4])([CH3:3])[CH3:2].F[P-](F)(F)(F)(F)F.[N:23]1(O[P+](N2CCCC2)(N2CCCC2)N2CCCC2)C2C=CC=CC=2N=N1.ON1C2C=CC=CC=2N=N1.C(N(C(C)C)CC)(C)C.[Cl-].[NH4+]. The catalyst is CN(C=O)C. The product is [NH2:23][C:10](=[O:11])[CH2:9][C:8]([CH3:14])([CH3:13])[CH2:7][C:6]([O:5][C:1]([CH3:4])([CH3:3])[CH3:2])=[O:15]. The yield is 0.820. (5) The reactants are [CH2:1]([C:5]1[C:6]([CH3:21])=[C:7]([C:19]#[N:20])[C:8]2[N:12]([C:13]=1Cl)[C:11]1[CH:15]=[CH:16][CH:17]=[CH:18][C:10]=1[N:9]=2)[CH2:2][CH2:3][CH3:4].[N:22]1[CH:27]=[CH:26][CH:25]=[C:24](B(O)O)[CH:23]=1.C(=O)([O-])[O-].[Na+].[Na+].C1(C)C=CC=CC=1. The catalyst is O.C1C=CC([P]([Pd]([P](C2C=CC=CC=2)(C2C=CC=CC=2)C2C=CC=CC=2)([P](C2C=CC=CC=2)(C2C=CC=CC=2)C2C=CC=CC=2)[P](C2C=CC=CC=2)(C2C=CC=CC=2)C2C=CC=CC=2)(C2C=CC=CC=2)C2C=CC=CC=2)=CC=1. The product is [CH2:1]([C:5]1[C:6]([CH3:21])=[C:7]([C:19]#[N:20])[C:8]2[N:12]([C:13]=1[C:24]1[CH:23]=[N:22][CH:27]=[CH:26][CH:25]=1)[C:11]1[CH:15]=[CH:16][CH:17]=[CH:18][C:10]=1[N:9]=2)[CH2:2][CH2:3][CH3:4]. The yield is 0.210.